Predict which catalyst facilitates the given reaction. From a dataset of Catalyst prediction with 721,799 reactions and 888 catalyst types from USPTO. (1) Reactant: C(O)(=[O:3])C.[O:5]1[C:14]2[C:9](=[CH:10][CH:11]=[CH:12][CH:13]=2)[CH:8]=[CH:7][CH2:6]1.[OH-].[Na+].Cl. Product: [O:5]1[C:14]2[C:9](=[CH:10][C:11]([OH:3])=[CH:12][CH:13]=2)[CH:8]=[CH:7][CH2:6]1. The catalyst class is: 8. (2) Reactant: [S:1](=[O:5])(=[O:4])([OH:3])O.[CH:6]1[C:15]2[C:16]3[C:25]([C:13]4[C:14]=2[C:9]([CH:10]=[CH:11][CH:12]=4)=[CH:8][CH:7]=1)=[N:24][C:23]1[C:18](=[CH:19][CH:20]=[CH:21][CH:22]=1)[N:17]=3. Product: [CH:6]1[C:15]2[C:16]3[C:25]([C:13]4[C:14]=2[C:9]([CH:10]=[C:11]([S:1]([OH:3])(=[O:5])=[O:4])[CH:12]=4)=[CH:8][C:7]=1[S:1]([OH:5])(=[O:4])=[O:3])=[N:24][C:23]1[C:18](=[CH:19][CH:20]=[CH:21][CH:22]=1)[N:17]=3. The catalyst class is: 6. (3) Reactant: [NH2:1][CH2:2][C@@H:3]1[C@H:7]2[O:8][C:9]([CH3:12])([CH3:11])[O:10][C@H:6]2[C@H:5]([N:13]2[C:17]3[N:18]=[CH:19][N:20]=[C:21]([NH:22][CH:23]4[CH2:25][CH2:24]4)[C:16]=3[CH:15]=[CH:14]2)[CH2:4]1.[CH3:26][C:27](=O)[CH3:28].C(O[BH-](OC(=O)C)OC(=O)C)(=O)C.[Na+]. Product: [CH3:12][C:9]1([CH3:11])[O:8][C@@H:7]2[C@@H:3]([CH2:2][NH:1][CH:27]([CH3:28])[CH3:26])[CH2:4][C@@H:5]([N:13]3[C:17]4[N:18]=[CH:19][N:20]=[C:21]([NH:22][CH:23]5[CH2:25][CH2:24]5)[C:16]=4[CH:15]=[CH:14]3)[C@@H:6]2[O:10]1. The catalyst class is: 26. (4) Reactant: [OH-].[Na+].[CH3:3][C:4]1[CH:5]=[C:6]([C:21]2[CH:22]=[C:23]([C:27]([O:29]CC)=[O:28])[CH:24]=[N:25][CH:26]=2)[CH:7]=[C:8]([NH:10][C:11]2[N:16]=[C:15]([C:17]([F:20])([F:19])[F:18])[CH:14]=[CH:13][N:12]=2)[CH:9]=1.Cl. Product: [CH3:3][C:4]1[CH:5]=[C:6]([C:21]2[CH:22]=[C:23]([C:27]([OH:29])=[O:28])[CH:24]=[N:25][CH:26]=2)[CH:7]=[C:8]([NH:10][C:11]2[N:16]=[C:15]([C:17]([F:20])([F:18])[F:19])[CH:14]=[CH:13][N:12]=2)[CH:9]=1. The catalyst class is: 5. (5) The catalyst class is: 3. Reactant: [Br:1][C:2]1[CH:7]=[CH:6][C:5]([C:8](=[N:22][O:23][CH2:24][CH3:25])[CH:9]2[CH2:14][CH2:13][N:12]([C:15]3([CH3:21])[CH2:20][CH2:19][NH:18][CH2:17][CH2:16]3)[CH2:11][CH2:10]2)=[CH:4][CH:3]=1.[NH:26]1[C:34]2[C:29](=[CH:30][CH:31]=[CH:32][CH:33]=2)[C:28]([C:35](O)=[O:36])=[CH:27]1.CCN(CC)CC.CN(C(ON1N=NC2C=CC=NC1=2)=[N+](C)C)C.F[P-](F)(F)(F)(F)F. Product: [Br:1][C:2]1[CH:7]=[CH:6][C:5]([C:8](=[N:22][O:23][CH2:24][CH3:25])[CH:9]2[CH2:10][CH2:11][N:12]([C:15]3([CH3:21])[CH2:20][CH2:19][N:18]([C:35]([C:28]4[C:29]5[C:34](=[CH:33][CH:32]=[CH:31][CH:30]=5)[NH:26][CH:27]=4)=[O:36])[CH2:17][CH2:16]3)[CH2:13][CH2:14]2)=[CH:4][CH:3]=1. (6) Reactant: [NH:1]([C:34]([O:36][CH2:37][C:38]1[CH:43]=[CH:42][CH:41]=[CH:40][CH:39]=1)=[O:35])[C@H:2]([C:6]([N:8]1[CH2:33][CH2:32][CH2:31][C@H:9]1[C:10]([NH:12][C@H:13]([C:17]([N:19]1[CH2:30][CH2:29][CH2:28][C@H:20]1[C:21]([O:23]C(C)(C)C)=[O:22])=[O:18])[CH:14]([CH3:16])[CH3:15])=[O:11])=[O:7])[CH:3]([CH3:5])[CH3:4].FC(F)(F)C(O)=O. Product: [NH:1]([C:34]([O:36][CH2:37][C:38]1[CH:39]=[CH:40][CH:41]=[CH:42][CH:43]=1)=[O:35])[C@H:2]([C:6]([N:8]1[CH2:33][CH2:32][CH2:31][C@H:9]1[C:10]([NH:12][C@H:13]([C:17]([N:19]1[CH2:30][CH2:29][CH2:28][C@H:20]1[C:21]([OH:23])=[O:22])=[O:18])[CH:14]([CH3:16])[CH3:15])=[O:11])=[O:7])[CH:3]([CH3:4])[CH3:5]. The catalyst class is: 4. (7) Reactant: P(Cl)(Cl)(Cl)=O.CN(C)[CH:8]=[O:9].[CH3:11][S:12]([C:15]1[C:16]([CH2:21][CH2:22][C:23]([OH:25])=[O:24])=[CH:17][NH:18][C:19]=1[CH3:20])(=[O:14])=[O:13]. Product: [CH:8]([C:17]1[NH:18][C:19]([CH3:20])=[C:15]([S:12]([CH3:11])(=[O:14])=[O:13])[C:16]=1[CH2:21][CH2:22][C:23]([OH:25])=[O:24])=[O:9]. The catalyst class is: 4.